The task is: Predict the reaction yield, written as a fraction of the theoretical maximum amount of product (1.0 means a 100% yield; for example, 0.34 means a 34% yield).. This data is from Reaction yield outcomes from USPTO patents with 853,638 reactions. (1) The reactants are [C:1]([O:5][C:6]([NH:8][C@H:9]1[CH2:14][CH2:13][C@@H:12](Cl)[CH:11]=[CH:10]1)=[O:7])([CH3:4])([CH3:3])[CH3:2].[N-:16]=[N+:17]=[N-:18].[Na+]. The catalyst is CN(C=O)C.[Cl-].[Na+].O.C(OCC)(=O)C.O. The product is [N:16]([C@H:12]1[CH2:13][CH2:14][C@H:9]([NH:8][C:6]([O:5][C:1]([CH3:4])([CH3:3])[CH3:2])=[O:7])[CH:10]=[CH:11]1)=[N+:17]=[N-:18]. The yield is 0.600. (2) The reactants are [CH:1]1[C:13]2[NH:12][C:11]3[C:6](=[CH:7][CH:8]=[CH:9][CH:10]=3)[C:5]=2[CH:4]=[CH:3][CH:2]=1.[H-].[Na+].Br[CH2:17][CH2:18][CH2:19][CH2:20][C:21]([O:23][CH2:24]C)=[O:22]. The catalyst is CN(C=O)C. The product is [CH3:24][O:23][C:21](=[O:22])[CH2:20][CH2:19][CH2:18][CH2:17][N:12]1[C:11]2[CH:10]=[CH:9][CH:8]=[CH:7][C:6]=2[C:5]2[C:13]1=[CH:1][CH:2]=[CH:3][CH:4]=2. The yield is 0.490. (3) The reactants are [Cl:1][C:2]1[CH:31]=[CH:30][CH:29]=[CH:28][C:3]=1[C:4]([NH:6][C:7]1[CH:12]=[CH:11][C:10]([S:13][C:14]2[N:19]=[C:18](Cl)[CH:17]=[C:16]([NH:21][C:22]3[NH:23][N:24]=[C:25]([CH3:27])[CH:26]=3)[N:15]=2)=[CH:9][CH:8]=1)=[O:5].[NH:32]1[CH2:35][CH2:34][CH2:33]1.C(N(CC)C(C)C)(C)C. The catalyst is C(O)CCC. The product is [N:32]1([C:18]2[CH:17]=[C:16]([NH:21][C:22]3[NH:23][N:24]=[C:25]([CH3:27])[CH:26]=3)[N:15]=[C:14]([S:13][C:10]3[CH:9]=[CH:8][C:7]([NH:6][C:4](=[O:5])[C:3]4[CH:28]=[CH:29][CH:30]=[CH:31][C:2]=4[Cl:1])=[CH:12][CH:11]=3)[N:19]=2)[CH2:35][CH2:34][CH2:33]1. The yield is 0.520.